This data is from Forward reaction prediction with 1.9M reactions from USPTO patents (1976-2016). The task is: Predict the product of the given reaction. (1) The product is: [CH2:1]([O:8][N:9]1[C:15](=[O:16])[N:14]2[CH2:17][C@H:10]1[CH2:11][CH2:12][C@H:13]2[C:18]([NH:30][NH:29][C:21]([C:22]1[CH:27]=[CH:26][N:25]=[CH:24][CH:23]=1)=[O:28])=[O:20])[C:2]1[CH:3]=[CH:4][CH:5]=[CH:6][CH:7]=1. Given the reactants [CH2:1]([O:8][N:9]1[C:15](=[O:16])[N:14]2[CH2:17][C@H:10]1[CH2:11][CH2:12][C@H:13]2[C:18]([OH:20])=O)[C:2]1[CH:7]=[CH:6][CH:5]=[CH:4][CH:3]=1.[C:21]([NH:29][NH2:30])(=[O:28])[C:22]1[CH:27]=[CH:26][N:25]=[CH:24][CH:23]=1, predict the reaction product. (2) Given the reactants [Cl:1][C:2]1[CH:7]=[CH:6][C:5]([C:8]2[CH:13]=[N:12][N:11]3[C:14](=[O:17])[NH:15][N:16]=[C:10]3[C:9]=2[C:18]2[CH:23]=[CH:22][C:21]([Cl:24])=[CH:20][CH:19]=2)=[CH:4][CH:3]=1.Br[CH2:26][CH2:27][N:28]1[C:32](=[O:33])[C:31]2=[CH:34][CH:35]=[CH:36][CH:37]=[C:30]2[C:29]1=[O:38].C([O-])([O-])=O.[K+].[K+], predict the reaction product. The product is: [Cl:1][C:2]1[CH:7]=[CH:6][C:5]([C:8]2[CH:13]=[N:12][N:11]3[C:14](=[O:17])[N:15]([CH2:26][CH2:27][N:28]4[C:29](=[O:38])[C:30]5[C:31](=[CH:34][CH:35]=[CH:36][CH:37]=5)[C:32]4=[O:33])[N:16]=[C:10]3[C:9]=2[C:18]2[CH:23]=[CH:22][C:21]([Cl:24])=[CH:20][CH:19]=2)=[CH:4][CH:3]=1.